This data is from Forward reaction prediction with 1.9M reactions from USPTO patents (1976-2016). The task is: Predict the product of the given reaction. (1) Given the reactants [C:1]([O:5][C:6]([NH:8][C@H:9]([C:28]([N:30]1[CH2:34][CH2:33][C:32]([F:36])([F:35])[CH2:31]1)=[O:29])[C@H:10]([C:16]1[CH:21]=[CH:20][C:19]([N:22]2[CH2:26][CH2:25][CH2:24][C:23]2=[O:27])=[CH:18][CH:17]=1)[C:11]([N:13]([CH3:15])[CH3:14])=[O:12])=[O:7])([CH3:4])([CH3:3])[CH3:2].[H][H], predict the reaction product. The product is: [C:1]([O:5][C:6]([NH:8][C@H:9]([C:28]([N:30]1[CH2:34][CH2:33][C:32]([F:36])([F:35])[CH2:31]1)=[O:29])[C@H:10]([CH:16]1[CH2:21][CH2:20][CH:19]([N:22]2[CH2:26][CH2:25][CH2:24][C:23]2=[O:27])[CH2:18][CH2:17]1)[C:11]([N:13]([CH3:15])[CH3:14])=[O:12])=[O:7])([CH3:4])([CH3:2])[CH3:3]. (2) Given the reactants [CH3:1][O:2][C:3]([C:5]1[C:14]2[CH:13]=[C:12]3[O:15][CH2:16][O:17][C:11]3=[CH:10][C:9]=2[N:8]=[C:7]([C:18]2[CH:23]=[CH:22][CH:21]=[CH:20][CH:19]=2)[C:6]=1[CH3:24])=[O:4].C1C(=O)N([Br:32])C(=O)C1.C(OOC(=O)C1C=CC=CC=1)(=O)C1C=CC=CC=1, predict the reaction product. The product is: [CH3:1][O:2][C:3]([C:5]1[C:14]2[CH:13]=[C:12]3[O:15][CH2:16][O:17][C:11]3=[CH:10][C:9]=2[N:8]=[C:7]([C:18]2[CH:23]=[CH:22][CH:21]=[CH:20][CH:19]=2)[C:6]=1[CH2:24][Br:32])=[O:4].